From a dataset of Reaction yield outcomes from USPTO patents with 853,638 reactions. Predict the reaction yield, written as a fraction of the theoretical maximum amount of product (1.0 means a 100% yield; for example, 0.34 means a 34% yield). (1) The reactants are [C:1]([NH2:4])(=[S:3])[CH3:2].Br[CH2:6][C:7]([C:9]1[CH:14]=[CH:13][C:12]([O:15][CH3:16])=[CH:11][CH:10]=1)=O. The product is [CH3:16][O:15][C:12]1[CH:13]=[CH:14][C:9]([C:7]2[N:4]=[C:1]([CH3:2])[S:3][CH:6]=2)=[CH:10][CH:11]=1. The yield is 0.690. The catalyst is O. (2) The reactants are Cl[CH2:2][C:3]1[N:8]=[C:7]([NH2:9])[CH:6]=[CH:5][N:4]=1.[NH:10]1[CH2:15][CH2:14][O:13][CH2:12][CH2:11]1.C(N(CC)CC)C. The catalyst is C(O)C. The product is [O:13]1[CH2:14][CH2:15][N:10]([CH2:2][C:3]2[N:8]=[C:7]([NH2:9])[CH:6]=[CH:5][N:4]=2)[CH2:11][CH2:12]1. The yield is 0.620. (3) The reactants are [OH:1][C:2]1([C:15]2[S:16][C:17]([C:20]3[CH:25]=[C:24]([CH3:26])[CH:23]=[C:22]([NH:27][C:28]4[N:33]=[C:32](/[CH:34]=[CH:35]/[CH2:36][O:37][CH3:38])[CH:31]=[CH:30][N:29]=4)[CH:21]=3)=[CH:18][N:19]=2)[CH2:7][CH2:6][CH:5]([C:8]([O:10][C:11]([CH3:14])([CH3:13])[CH3:12])=[O:9])[CH2:4][CH2:3]1. The catalyst is CCO.[Pd]. The product is [OH:1][C:2]1([C:15]2[S:16][C:17]([C:20]3[CH:25]=[C:24]([CH3:26])[CH:23]=[C:22]([NH:27][C:28]4[N:33]=[C:32]([CH2:34][CH2:35][CH2:36][O:37][CH3:38])[CH:31]=[CH:30][N:29]=4)[CH:21]=3)=[CH:18][N:19]=2)[CH2:3][CH2:4][CH:5]([C:8]([O:10][C:11]([CH3:13])([CH3:12])[CH3:14])=[O:9])[CH2:6][CH2:7]1. The yield is 0.275. (4) The reactants are [Cl:1][C:2]1[CH:3]=[C:4]([C:12]2[O:16][N:15]=[C:14]([C:17]3[CH:18]=[C:19]4[C:23](=[CH:24][CH:25]=3)[N:22]([CH2:26][C:27]([CH3:34])([CH3:33])[C:28]([O:30]CC)=[O:29])[N:21]=[CH:20]4)[N:13]=2)[CH:5]=[N:6][C:7]=1[O:8][CH:9]([CH3:11])[CH3:10].[OH-].[Na+].C(O)(=O)C. The catalyst is C(O)C.O. The product is [Cl:1][C:2]1[CH:3]=[C:4]([C:12]2[O:16][N:15]=[C:14]([C:17]3[CH:18]=[C:19]4[C:23](=[CH:24][CH:25]=3)[N:22]([CH2:26][C:27]([CH3:34])([CH3:33])[C:28]([OH:30])=[O:29])[N:21]=[CH:20]4)[N:13]=2)[CH:5]=[N:6][C:7]=1[O:8][CH:9]([CH3:10])[CH3:11]. The yield is 0.0300. (5) The reactants are [NH2:1][C:2]1[N:7]=[C:6]([Cl:8])[CH:5]=[C:4](Cl)[N:3]=1.[CH3:10][N:11]1[CH2:18][C@@H:17]2[C@@H:13]([CH2:14][NH:15][CH2:16]2)[CH2:12]1. The catalyst is CCO. The product is [Cl:8][C:6]1[CH:5]=[C:4]([N:15]2[CH2:16][C@@H:17]3[C@@H:13]([CH2:12][N:11]([CH3:10])[CH2:18]3)[CH2:14]2)[N:3]=[C:2]([NH2:1])[N:7]=1. The yield is 0.820. (6) The reactants are [O-:1][Mn](=O)(=O)=O.[K+].[F:7][C:8]1[C:9]([CH:18]=[O:19])=[CH:10][C:11]2[O:16][CH2:15][CH2:14][O:13][C:12]=2[CH:17]=1. The catalyst is O. The product is [F:7][C:8]1[C:9]([C:18]([OH:1])=[O:19])=[CH:10][C:11]2[O:16][CH2:15][CH2:14][O:13][C:12]=2[CH:17]=1. The yield is 0.570. (7) The reactants are Br[C:2]1[CH:3]=[C:4]([N:8]2[C:12]3[CH2:13][CH2:14][CH:15]([OH:16])[C:11]=3[C:10]([C:17]([O:19][CH2:20][CH3:21])=[O:18])=[N:9]2)[CH:5]=[CH:6][CH:7]=1.[C:22]([C@:24]1([OH:31])[CH2:28][CH2:27][N:26]([CH3:29])[C:25]1=[O:30])#[CH:23]. No catalyst specified. The product is [OH:16][CH:15]1[C:11]2[C:10]([C:17]([O:19][CH2:20][CH3:21])=[O:18])=[N:9][N:8]([C:4]3[CH:5]=[CH:6][CH:7]=[C:2]([C:23]#[C:22][C@:24]4([OH:31])[CH2:28][CH2:27][N:26]([CH3:29])[C:25]4=[O:30])[CH:3]=3)[C:12]=2[CH2:13][CH2:14]1. The yield is 1.35. (8) The catalyst is Cl. The yield is 0.620. The product is [ClH:1].[Cl:1][C:2]1[N:7]=[CH:6][C:5]([NH:8][NH2:9])=[CH:4][CH:3]=1. The reactants are [Cl:1][C:2]1[N:7]=[CH:6][C:5]([NH2:8])=[CH:4][CH:3]=1.[N:9]([O-])=O.[Na+].O.O.[Sn](Cl)(Cl)(Cl)Cl. (9) The reactants are [Cl:1][C:2]1[C:7]([C:8]2[O:9][CH:10]=[C:11]([CH3:13])[N:12]=2)=[C:6](Cl)[N:5]=[CH:4][N:3]=1.[NH3:15].CCOC(C)=O. The catalyst is C1COCC1. The product is [Cl:1][C:2]1[N:3]=[CH:4][N:5]=[C:6]([NH2:15])[C:7]=1[C:8]1[O:9][CH:10]=[C:11]([CH3:13])[N:12]=1. The yield is 0.657.